Dataset: Full USPTO retrosynthesis dataset with 1.9M reactions from patents (1976-2016). Task: Predict the reactants needed to synthesize the given product. (1) The reactants are: C[O:2][C:3]([C:5]1[N:6]([CH2:22][C:23]2[CH:27]=[C:26]([C:28]3[S:29][C:30]([Cl:33])=[CH:31][CH:32]=3)[O:25][N:24]=2)[CH:7]=[C:8]([C:10](=[O:21])[NH:11][CH:12]2[CH2:17][CH2:16][N:15]([CH:18]([CH3:20])[CH3:19])[CH2:14][CH2:13]2)[CH:9]=1)=[O:4].C(O)(C(F)(F)F)=O. Given the product [Cl:33][C:30]1[S:29][C:28]([C:26]2[O:25][N:24]=[C:23]([CH2:22][N:6]3[CH:7]=[C:8]([C:10](=[O:21])[NH:11][CH:12]4[CH2:13][CH2:14][N:15]([CH:18]([CH3:20])[CH3:19])[CH2:16][CH2:17]4)[CH:9]=[C:5]3[C:3]([OH:4])=[O:2])[CH:27]=2)=[CH:32][CH:31]=1, predict the reactants needed to synthesize it. (2) Given the product [Br:26][C:16]1[CH:17]=[CH:18][C:19]2[C:20]3[C:25](=[CH:24][CH:23]=[CH:22][CH:21]=3)[C:12]3([C:11]4[CH:10]=[CH:9][CH:8]=[CH:7][C:6]=4[C:5]4[C:13]3=[CH:1][CH:2]=[CH:3][CH:4]=4)[C:14]=2[CH:15]=1, predict the reactants needed to synthesize it. The reactants are: [CH:1]1[C:13]2[C:12]3([C:25]4[CH:24]=[CH:23][CH:22]=[CH:21][C:20]=4[C:19]4[C:14]3=[CH:15][CH:16]=[CH:17][CH:18]=4)[C:11]3[C:6](=[CH:7][CH:8]=[CH:9][CH:10]=3)[C:5]=2[CH:4]=[CH:3][CH:2]=1.[Br:26]Br.S([O-])(O)=O.[Na+]. (3) The reactants are: [C:1]([C:3]1[CH:4]=[C:5]([CH:10]=[CH:11][C:12]=1[O:13][CH3:14])[C:6]([O:8]C)=[O:7])#[N:2].[Li+].[OH-].Cl. Given the product [C:1]([C:3]1[CH:4]=[C:5]([CH:10]=[CH:11][C:12]=1[O:13][CH3:14])[C:6]([OH:8])=[O:7])#[N:2], predict the reactants needed to synthesize it. (4) Given the product [CH3:14][N:11]1[CH2:10][CH2:9][N:8]([C:7]2[CH:6]=[CH:5][C:4]([C:15]3[C:24]4[C:19](=[CH:20][CH:21]=[CH:22][CH:23]=4)[C:18](=[O:25])[NH:17][N:16]=3)=[CH:3][C:2]=2[NH:1][C:42]([C:40]2[CH:39]=[CH:38][C:37]3[O:33][CH2:34][O:35][C:36]=3[CH:41]=2)=[O:43])[CH2:13][CH2:12]1, predict the reactants needed to synthesize it. The reactants are: [NH2:1][C:2]1[CH:3]=[C:4]([C:15]2[C:24]3[C:19](=[CH:20][CH:21]=[CH:22][CH:23]=3)[C:18](=[O:25])[NH:17][N:16]=2)[CH:5]=[CH:6][C:7]=1[N:8]1[CH2:13][CH2:12][N:11]([CH3:14])[CH2:10][CH2:9]1.CCN(CC)CC.[O:33]1[C:37]2[CH:38]=[CH:39][C:40]([C:42](Cl)=[O:43])=[CH:41][C:36]=2[O:35][CH2:34]1. (5) Given the product [F:16][C:11]1[C:10]([C:4]2([CH:7]=[O:8])[CH2:5][CH2:6][O:1][CH2:2][CH2:3]2)=[CH:15][CH:14]=[CH:13][N:12]=1, predict the reactants needed to synthesize it. The reactants are: [O:1]1[CH2:6][CH2:5][CH:4]([CH:7]=[O:8])[CH2:3][CH2:2]1.Br[C:10]1[C:11]([F:16])=[N:12][CH:13]=[CH:14][CH:15]=1.C(=O)([O-])[O-].[Cs+].[Cs+].O.C1C=CC(P(C2C(C3C(P(C4C=CC=CC=4)C4C=CC=CC=4)=CC=C4C=3C=CC=C4)=C3C(C=CC=C3)=CC=2)C2C=CC=CC=2)=CC=1. (6) The reactants are: F[C:2]1[CH:9]=[CH:8][C:5]([C:6]#[N:7])=[CH:4][CH:3]=1.[CH3:10][O:11][CH2:12][CH2:13][CH2:14][CH2:15][CH2:16][O:17][CH:18]1[CH2:23][CH2:22][NH:21][CH2:20][CH2:19]1.C(=O)([O-])[O-].[K+].[K+].O. Given the product [CH3:10][O:11][CH2:12][CH2:13][CH2:14][CH2:15][CH2:16][O:17][CH:18]1[CH2:19][CH2:20][N:21]([C:2]2[CH:9]=[CH:8][C:5]([C:6]#[N:7])=[CH:4][CH:3]=2)[CH2:22][CH2:23]1, predict the reactants needed to synthesize it.